From a dataset of NCI-60 drug combinations with 297,098 pairs across 59 cell lines. Regression. Given two drug SMILES strings and cell line genomic features, predict the synergy score measuring deviation from expected non-interaction effect. (1) Drug 1: CC1=C(C=C(C=C1)NC2=NC=CC(=N2)N(C)C3=CC4=NN(C(=C4C=C3)C)C)S(=O)(=O)N.Cl. Drug 2: C1CC(=O)NC(=O)C1N2CC3=C(C2=O)C=CC=C3N. Cell line: SW-620. Synergy scores: CSS=-11.4, Synergy_ZIP=3.39, Synergy_Bliss=-5.33, Synergy_Loewe=-13.6, Synergy_HSA=-15.0. (2) Drug 1: CN(C)N=NC1=C(NC=N1)C(=O)N. Drug 2: C1=C(C(=O)NC(=O)N1)N(CCCl)CCCl. Cell line: COLO 205. Synergy scores: CSS=45.9, Synergy_ZIP=7.96, Synergy_Bliss=8.03, Synergy_Loewe=-2.62, Synergy_HSA=9.13. (3) Drug 1: CC(CN1CC(=O)NC(=O)C1)N2CC(=O)NC(=O)C2. Drug 2: CC1=C(C(=CC=C1)Cl)NC(=O)C2=CN=C(S2)NC3=CC(=NC(=N3)C)N4CCN(CC4)CCO. Cell line: OVCAR3. Synergy scores: CSS=19.1, Synergy_ZIP=-2.68, Synergy_Bliss=5.16, Synergy_Loewe=-6.72, Synergy_HSA=4.77. (4) Drug 1: CN(C)C1=NC(=NC(=N1)N(C)C)N(C)C. Drug 2: CC(C)CN1C=NC2=C1C3=CC=CC=C3N=C2N. Cell line: EKVX. Synergy scores: CSS=-2.76, Synergy_ZIP=1.47, Synergy_Bliss=-1.08, Synergy_Loewe=-3.07, Synergy_HSA=-3.22. (5) Drug 1: C(=O)(N)NO. Drug 2: COC1=C2C(=CC3=C1OC=C3)C=CC(=O)O2. Cell line: SF-295. Synergy scores: CSS=1.01, Synergy_ZIP=-0.538, Synergy_Bliss=-0.718, Synergy_Loewe=-0.0602, Synergy_HSA=-1.28.